This data is from Full USPTO retrosynthesis dataset with 1.9M reactions from patents (1976-2016). The task is: Predict the reactants needed to synthesize the given product. (1) The reactants are: [CH:1]1([C:4]2[N:9]=[C:8]([C:10]3[NH:28][C:13]4=[N:14][C:15]([N:18]5[CH2:23][CH2:22][CH2:21][C@@H:20]([C:24]([O:26]C)=[O:25])[CH2:19]5)=[CH:16][CH:17]=[C:12]4[N:11]=3)[CH:7]=[CH:6][N:5]=2)[CH2:3][CH2:2]1.[OH-].[Na+]. Given the product [CH:1]1([C:4]2[N:9]=[C:8]([C:10]3[NH:28][C:13]4=[N:14][C:15]([N:18]5[CH2:23][CH2:22][CH2:21][C@@H:20]([C:24]([OH:26])=[O:25])[CH2:19]5)=[CH:16][CH:17]=[C:12]4[N:11]=3)[CH:7]=[CH:6][N:5]=2)[CH2:3][CH2:2]1, predict the reactants needed to synthesize it. (2) Given the product [F:1][C:2]1[CH:3]=[N:4][C:5]([NH:8][C:9]2[S:10][C:11]3[CH2:17][CH2:16][N:15]([CH2:18][CH2:19][S:20]([CH3:23])(=[O:22])=[O:21])[C:14]4=[N:24][NH:25][CH:26]=[C:13]4[C:12]=3[N:36]=2)=[N:6][CH:7]=1, predict the reactants needed to synthesize it. The reactants are: [F:1][C:2]1[CH:3]=[N:4][C:5]([NH:8][C:9]2[S:10][C:11]3[CH2:17][CH2:16][N:15]([CH2:18][CH2:19][S:20]([CH3:23])(=[O:22])=[O:21])[C:14]4=[N:24][N:25](CC5C=CC(OC)=CC=5)[CH:26]=[C:13]4[C:12]=3[N:36]=2)=[N:6][CH:7]=1. (3) The reactants are: [CH:1]1([CH2:4][O:5][C:6]2[CH:29]=[CH:28][C:9]([CH2:10][N:11]3[CH2:16][CH2:15][C:14]([OH:17])=[C:13]([C:18]([NH:20][CH2:21][C:22]([O:24]CC)=[O:23])=[O:19])[C:12]3=[O:27])=[CH:8][C:7]=2[CH3:30])[CH2:3][CH2:2]1.[OH-].[Na+:32]. Given the product [Na+:32].[CH:1]1([CH2:4][O:5][C:6]2[CH:29]=[CH:28][C:9]([CH2:10][N:11]3[CH2:16][CH2:15][C:14]([OH:17])=[C:13]([C:18]([NH:20][CH2:21][C:22]([O-:24])=[O:23])=[O:19])[C:12]3=[O:27])=[CH:8][C:7]=2[CH3:30])[CH2:3][CH2:2]1, predict the reactants needed to synthesize it. (4) Given the product [CH2:42]([C:23]1[CH:24]=[C:25]([C:36]2[CH:37]=[N:38][N:39]([CH3:41])[CH:40]=2)[C:26]([OH:28])=[CH:27][C:22]=1[O:21][CH2:20][CH2:19][CH2:18][O:17][C:13]1[C:12]([CH2:44][CH2:45][CH3:46])=[C:11]([CH:16]=[CH:15][CH:14]=1)[O:10][C:5]1[CH:6]=[CH:7][CH:8]=[CH:9][C:4]=1[C:3]([OH:47])=[O:2])[CH3:43], predict the reactants needed to synthesize it. The reactants are: C[O:2][C:3](=[O:47])[C:4]1[CH:9]=[CH:8][CH:7]=[CH:6][C:5]=1[O:10][C:11]1[CH:16]=[CH:15][CH:14]=[C:13]([O:17][CH2:18][CH2:19][CH2:20][O:21][C:22]2[CH:27]=[C:26]([O:28]CC3C=CC=CC=3)[C:25]([C:36]3[CH:37]=[N:38][N:39]([CH3:41])[CH:40]=3)=[CH:24][C:23]=2[CH2:42][CH3:43])[C:12]=1[CH2:44][CH2:45][CH3:46].B(F)(F)F.CCOCC. (5) Given the product [NH2:41][C:42]1[CH:50]=[CH:49][C:48]([C:51]([C:53]2[N:61]3[C:56]([CH:57]=[CH:58][CH:59]=[CH:60]3)=[C:55]([Br:62])[C:54]=2[CH3:63])=[O:52])=[CH:47][C:43]=1[C:44]([NH:69][CH2:68][C:67]([O:66][CH3:65])=[O:70])=[O:45], predict the reactants needed to synthesize it. The reactants are: C(N(CC)CC)C.C1CN([P+](ON2N=NC3C=CC=CC2=3)(N2CCCC2)N2CCCC2)CC1.F[P-](F)(F)(F)(F)F.[NH2:41][C:42]1[CH:50]=[CH:49][C:48]([C:51]([C:53]2[N:61]3[C:56]([CH:57]=[CH:58][CH:59]=[CH:60]3)=[C:55]([Br:62])[C:54]=2[CH3:63])=[O:52])=[CH:47][C:43]=1[C:44](O)=[O:45].Cl.[CH3:65][O:66][C:67](=[O:70])[CH2:68][NH2:69].C(=O)([O-])O.[Na+]. (6) Given the product [CH3:16][C@H:6]1[CH2:5][CH2:4][C@@H:3]([CH2:2][O:1][S:18]([CH3:17])(=[O:20])=[O:19])[CH2:8][N:7]1[C:9]([O:11][C:12]([CH3:15])([CH3:14])[CH3:13])=[O:10], predict the reactants needed to synthesize it. The reactants are: [OH:1][CH2:2][C@H:3]1[CH2:8][N:7]([C:9]([O:11][C:12]([CH3:15])([CH3:14])[CH3:13])=[O:10])[C@@H:6]([CH3:16])[CH2:5][CH2:4]1.[CH3:17][S:18](Cl)(=[O:20])=[O:19]. (7) Given the product [NH2:22][C:23]1[CH:28]=[C:27]([C:2]2[C:19]([F:20])=[CH:18][CH:17]=[C:4]([CH2:5][C:6]3[C:15]4[C:10](=[CH:11][CH:12]=[CH:13][CH:14]=4)[C:9](=[O:16])[NH:8][N:7]=3)[CH:3]=2)[CH:26]=[CH:25][CH:24]=1, predict the reactants needed to synthesize it. The reactants are: Br[C:2]1[CH:3]=[C:4]([CH:17]=[CH:18][C:19]=1[F:20])[CH2:5][C:6]1[C:15]2[C:10](=[CH:11][CH:12]=[CH:13][CH:14]=2)[C:9](=[O:16])[NH:8][N:7]=1.O.[NH2:22][C:23]1[CH:24]=[C:25](B(O)O)[CH:26]=[CH:27][CH:28]=1.C(=O)([O-])[O-].[K+].[K+]. (8) Given the product [CH2:30]([O:37][C:38](=[O:48])[N:39]([CH:40]1[CH2:45][CH2:44][C:43](=[CH:2][O:3][CH3:4])[CH2:42][CH2:41]1)[CH3:47])[C:31]1[CH:36]=[CH:35][CH:34]=[CH:33][CH:32]=1, predict the reactants needed to synthesize it. The reactants are: [Cl-].[CH3:2][O:3][CH2:4][P+](C1C=CC=CC=1)(C1C=CC=CC=1)C1C=CC=CC=1.CC(C)([O-])C.[K+].[CH2:30]([O:37][C:38](=[O:48])[N:39]([CH3:47])[CH:40]1[CH2:45][CH2:44][C:43](=O)[CH2:42][CH2:41]1)[C:31]1[CH:36]=[CH:35][CH:34]=[CH:33][CH:32]=1.C([O-])(O)=O.[Na+]. (9) Given the product [CH3:32][O:33][C@H:12]1[CH2:29][CH2:28][C@@:27]2([CH3:30])[C:14](=[CH:15][CH2:16][C@@H:17]3[C@@H:26]2[CH2:25][CH2:24][C@@:22]2([CH3:23])[C@H:18]3[CH2:19][CH2:20][C:21]2=[O:31])[CH2:13]1, predict the reactants needed to synthesize it. The reactants are: S(O[C@H:12]1[CH2:29][CH2:28][C@@:27]2([CH3:30])[C:14](=[CH:15][CH2:16][C@@H:17]3[C@@H:26]2[CH2:25][CH2:24][C@@:22]2([CH3:23])[C@H:18]3[CH2:19][CH2:20][C:21]2=[O:31])[CH2:13]1)(C1C=CC(C)=CC=1)(=O)=O.[CH3:32][OH:33].